Task: Predict which catalyst facilitates the given reaction.. Dataset: Catalyst prediction with 721,799 reactions and 888 catalyst types from USPTO (1) Reactant: [N+:1]([C:4]1[CH:5]=[C:6]([CH:21]=[C:22]([N+:24]([O-:26])=[O:25])[CH:23]=1)[C:7]([NH:9][C@H:10]([C:15]1[CH:20]=[CH:19][CH:18]=[CH:17][CH:16]=1)[CH2:11][C:12]([OH:14])=[O:13])=[O:8])([O-:3])=[O:2].O[N:28]1[C:32](=[O:33])[CH2:31][CH2:30][C:29]1=[O:34].C1(N=C=NC2CCCCC2)CCCCC1. Product: [N+:1]([C:4]1[CH:5]=[C:6]([CH:21]=[C:22]([N+:24]([O-:26])=[O:25])[CH:23]=1)[C:7]([NH:9][C@H:10]([C:15]1[CH:20]=[CH:19][CH:18]=[CH:17][CH:16]=1)[CH2:11][C:12]([O:14][N:28]1[C:32](=[O:33])[CH2:31][CH2:30][C:29]1=[O:34])=[O:13])=[O:8])([O-:3])=[O:2]. The catalyst class is: 7. (2) Reactant: [H-].[Na+].[I:3][C:4]1[NH:8][N:7]=[CH:6][C:5]=1[CH3:9].[CH3:10][Si:11]([CH3:18])([CH3:17])[CH2:12][CH2:13][O:14][CH2:15]Cl. Product: [I:3][C:4]1[N:8]([CH2:15][O:14][CH2:13][CH2:12][Si:11]([CH3:18])([CH3:17])[CH3:10])[N:7]=[CH:6][C:5]=1[CH3:9]. The catalyst class is: 1. (3) Reactant: Cl[C:2]1[N:7]=[C:6]([CH2:8][C:9]2[C:14]([Cl:15])=[CH:13][CH:12]=[CH:11][C:10]=2[Cl:16])[N:5]=[C:4]([NH:17][C:18]2[CH:25]=[CH:24][C:21]([C:22]#[N:23])=[CH:20][CH:19]=2)[N:3]=1.[N-:26]=[N+:27]=[N-:28].[Na+]. Product: [N:26]([C:2]1[N:7]=[C:6]([CH2:8][C:9]2[C:14]([Cl:15])=[CH:13][CH:12]=[CH:11][C:10]=2[Cl:16])[N:5]=[C:4]([NH:17][C:18]2[CH:19]=[CH:20][C:21]([C:22]#[N:23])=[CH:24][CH:25]=2)[N:3]=1)=[N+:27]=[N-:28]. The catalyst class is: 16.